From a dataset of Catalyst prediction with 721,799 reactions and 888 catalyst types from USPTO. Predict which catalyst facilitates the given reaction. (1) Reactant: Br[CH2:2][CH:3]1[O:8][C:7]2[CH:9]=[C:10]([S:13]([CH3:16])(=[O:15])=[O:14])[CH:11]=[CH:12][C:6]=2[CH2:5][O:4]1.[CH2:17]([NH2:20])[CH:18]=[CH2:19]. Product: [CH3:16][S:13]([C:10]1[CH:11]=[CH:12][C:6]2[CH2:5][O:4][CH:3]([CH2:2][NH:20][CH2:17][CH:18]=[CH2:19])[O:8][C:7]=2[CH:9]=1)(=[O:15])=[O:14]. The catalyst class is: 14. (2) Reactant: F[P-](F)(F)(F)(F)F.[N:8]1(O[P+](N(C)C)(N(C)C)N(C)C)[C:12]2[CH:13]=[CH:14][CH:15]=CC=2N=N1.[C:28]1([C:34]2[C:42]3[C:37](=[CH:38][CH:39]=[CH:40][CH:41]=3)[N:36]([S:43]([C:46]3[CH:54]=[CH:53][C:49]([C:50](O)=[O:51])=[CH:48][CH:47]=3)(=[O:45])=[O:44])[CH:35]=2)[CH:33]=[CH:32][CH:31]=[CH:30][CH:29]=1.[O:55]1CCC(NC)[CH2:56]1.C(N(CC)CC)C. Product: [C:28]1([C:34]2[C:42]3[C:37](=[CH:38][CH:39]=[CH:40][CH:41]=3)[N:36]([S:43]([C:46]3[CH:47]=[CH:48][C:49]([C:50]([NH:8][CH2:12][CH:13]4[CH2:14][CH2:15][O:55][CH2:56]4)=[O:51])=[CH:53][CH:54]=3)(=[O:45])=[O:44])[CH:35]=2)[CH:33]=[CH:32][CH:31]=[CH:30][CH:29]=1. The catalyst class is: 2. (3) Reactant: C([O:8][C@@H:9]([C:11]1[O:12][C:13]2[C:18]([C:19](=[O:27])[C:20]=1[C:21]1[CH:26]=[CH:25][CH:24]=[CH:23][CH:22]=1)=[C:17]([CH3:28])[CH:16]=[CH:15][CH:14]=2)[CH3:10])C1C=CC=CC=1.B(Br)(Br)Br. Product: [OH:8][C@@H:9]([C:11]1[O:12][C:13]2[C:18]([C:19](=[O:27])[C:20]=1[C:21]1[CH:22]=[CH:23][CH:24]=[CH:25][CH:26]=1)=[C:17]([CH3:28])[CH:16]=[CH:15][CH:14]=2)[CH3:10]. The catalyst class is: 4. (4) Reactant: [F:1][C:2]([F:15])([F:14])[S:3]([O:6]S(C(F)(F)F)(=O)=O)(=[O:5])=[O:4].O[C:17]1[CH:18]=[C:19]2[C:24](=[CH:25][CH:26]=1)[C:23](=[O:27])[CH2:22][CH2:21][CH2:20]2.N1C(C)=CC=CC=1C. Product: [O:27]=[C:23]1[CH2:22][CH2:21][CH2:20][C:19]2[CH:18]=[C:17]([O:6][S:3]([C:2]([F:15])([F:14])[F:1])(=[O:5])=[O:4])[CH:26]=[CH:25][C:24]1=2. The catalyst class is: 4. (5) Reactant: Cl[C:2]1[N:10]=[C:9]([F:11])[N:8]=[C:7]2[C:3]=1[N:4]=[CH:5][NH:6]2.CCN(C(C)C)C(C)C.Cl.[F:22][C:23]1([F:28])[CH2:27][CH2:26][NH:25][CH2:24]1. Product: [F:22][C:23]1([F:28])[CH2:27][CH2:26][N:25]([C:2]2[N:10]=[C:9]([F:11])[N:8]=[C:7]3[C:3]=2[N:4]=[CH:5][NH:6]3)[CH2:24]1. The catalyst class is: 218.